From a dataset of Full USPTO retrosynthesis dataset with 1.9M reactions from patents (1976-2016). Predict the reactants needed to synthesize the given product. (1) The reactants are: C(NC(C)C)(C)C.C([Li])CCC.Cl[CH2:14][CH2:15][C:16]1([C:26]([O:28][CH3:29])=[O:27])[CH2:21][CH2:20][CH:19]([C:22]([O:24][CH3:25])=[O:23])[CH2:18][CH2:17]1.CN(C)P(N(C)C)(N(C)C)=O.C(NC(C)C)(C)C.[Li].[Cl-].[NH4+]. Given the product [C:16]12([C:26]([O:28][CH3:29])=[O:27])[CH2:21][CH2:20][C:19]([C:22]([O:24][CH3:25])=[O:23])([CH2:18][CH2:17]1)[CH2:14][CH2:15]2, predict the reactants needed to synthesize it. (2) Given the product [CH2:1]([N:4]([C:16]([CH3:21])([CH3:20])[C:17]([NH:22][C@@H:23]([CH2:46][C:47]1[CH:52]=[CH:51][C:50]([O:53][C:54]([CH3:56])([CH3:55])[CH3:57])=[CH:49][CH:48]=1)[C:24]([N:26]([CH2:38][CH:39]([O:43][CH2:44][CH3:45])[O:40][CH2:41][CH3:42])[CH2:27][C:28]1[C:37]2[C:32](=[CH:33][CH:34]=[CH:35][CH:36]=2)[CH:31]=[CH:30][CH:29]=1)=[O:25])=[O:19])[NH:5][C:6]([NH:7][CH2:8][C:9]1[CH:10]=[CH:11][CH:12]=[CH:13][CH:14]=1)=[O:15])[CH:2]=[CH2:3], predict the reactants needed to synthesize it. The reactants are: [CH2:1]([N:4]([C:16]([CH3:21])([CH3:20])[C:17]([OH:19])=O)[NH:5][C:6](=[O:15])[NH:7][CH2:8][C:9]1[CH:14]=[CH:13][CH:12]=[CH:11][CH:10]=1)[CH:2]=[CH2:3].[NH2:22][C@@H:23]([CH2:46][C:47]1[CH:52]=[CH:51][C:50]([O:53][C:54]([CH3:57])([CH3:56])[CH3:55])=[CH:49][CH:48]=1)[C:24]([N:26]([CH2:38][CH:39]([O:43][CH2:44][CH3:45])[O:40][CH2:41][CH3:42])[CH2:27][C:28]1[C:37]2[C:32](=[CH:33][CH:34]=[CH:35][CH:36]=2)[CH:31]=[CH:30][CH:29]=1)=[O:25]. (3) The reactants are: [NH2:1][CH:2]1[CH2:7][CH2:6][N:5]([C:8]([O:10][C:11]([CH3:14])([CH3:13])[CH3:12])=[O:9])[CH2:4][CH2:3]1.[NH2:15][C:16]1[NH:17][C:18](=O)[C:19]2[N:25]=[C:24]([C:26]3[CH:31]=[CH:30][C:29]([F:32])=[CH:28][CH:27]=3)[CH:23]=[CH:22][C:20]=2[N:21]=1. Given the product [NH2:15][C:16]1[N:17]=[C:18]([NH:1][CH:2]2[CH2:3][CH2:4][N:5]([C:8]([O:10][C:11]([CH3:14])([CH3:13])[CH3:12])=[O:9])[CH2:6][CH2:7]2)[C:19]2[N:25]=[C:24]([C:26]3[CH:31]=[CH:30][C:29]([F:32])=[CH:28][CH:27]=3)[CH:23]=[CH:22][C:20]=2[N:21]=1, predict the reactants needed to synthesize it. (4) Given the product [OH:26][CH2:25][C@@H:21]1[CH2:22][CH2:23][CH2:24][N:20]1[C:10]1[N:11]=[C:6]([CH2:5][C:4]2[CH:17]=[CH:18][CH:19]=[C:2]([CH3:1])[CH:3]=2)[NH:7][C:8](=[O:16])[C:9]=1[C:14]#[N:15], predict the reactants needed to synthesize it. The reactants are: [CH3:1][C:2]1[CH:3]=[C:4]([CH:17]=[CH:18][CH:19]=1)[CH2:5][C:6]1[NH:7][C:8](=[O:16])[C:9]([C:14]#[N:15])=[C:10](SC)[N:11]=1.[NH:20]1[CH2:24][CH2:23][CH2:22][C@H:21]1[CH2:25][OH:26]. (5) The reactants are: [NH:1]1[CH2:6][CH2:5][CH:4]([N:7]2[CH:11]=[C:10]([C:12]3[CH:17]=[N:16][N:15]4[C:18]([C:21]5[CH:22]=[C:23]([NH:27][C:28]([NH:30][CH2:31][C:32]([F:35])([F:34])[F:33])=[O:29])[CH:24]=[CH:25][CH:26]=5)=[CH:19][N:20]=[C:14]4[CH:13]=3)[CH:9]=[N:8]2)[CH2:3][CH2:2]1.[CH:36]1([CH2:41][C:42](Cl)=[O:43])[CH2:40][CH2:39][CH2:38][CH2:37]1. Given the product [CH:36]1([CH2:41][C:42]([N:1]2[CH2:6][CH2:5][CH:4]([N:7]3[CH:11]=[C:10]([C:12]4[CH:17]=[N:16][N:15]5[C:18]([C:21]6[CH:22]=[C:23]([NH:27][C:28]([NH:30][CH2:31][C:32]([F:33])([F:35])[F:34])=[O:29])[CH:24]=[CH:25][CH:26]=6)=[CH:19][N:20]=[C:14]5[CH:13]=4)[CH:9]=[N:8]3)[CH2:3][CH2:2]2)=[O:43])[CH2:40][CH2:39][CH2:38][CH2:37]1, predict the reactants needed to synthesize it. (6) The reactants are: C(OC(=O)COC1C=CC(Cl)=CC=1C#CC1C=CC=C(S(CCC)(=O)=O)C=1)(C)(C)C.[C:31]([O:35][C:36](=[O:48])[CH2:37][O:38][C:39]1[CH:44]=[CH:43][C:42]([Cl:45])=[CH:41][C:40]=1[C:46]#[CH:47])([CH3:34])([CH3:33])[CH3:32].Br[C:50]1[CH:51]=[C:52]([S:57]([NH:60][CH2:61][CH2:62][O:63][CH3:64])(=[O:59])=[O:58])[CH:53]=[CH:54][C:55]=1[CH3:56]. Given the product [C:31]([O:35][C:36](=[O:48])[CH2:37][O:38][C:39]1[CH:44]=[CH:43][C:42]([Cl:45])=[CH:41][C:40]=1[C:46]#[C:47][C:50]1[CH:51]=[C:52]([S:57]([NH:60][CH2:61][CH2:62][O:63][CH3:64])(=[O:59])=[O:58])[CH:53]=[CH:54][C:55]=1[CH3:56])([CH3:34])([CH3:33])[CH3:32], predict the reactants needed to synthesize it.